This data is from NCI-60 drug combinations with 297,098 pairs across 59 cell lines. The task is: Regression. Given two drug SMILES strings and cell line genomic features, predict the synergy score measuring deviation from expected non-interaction effect. (1) Drug 1: CC(CN1CC(=O)NC(=O)C1)N2CC(=O)NC(=O)C2. Synergy scores: CSS=25.7, Synergy_ZIP=-5.18, Synergy_Bliss=-4.84, Synergy_Loewe=-5.30, Synergy_HSA=-3.17. Cell line: RXF 393. Drug 2: CNC(=O)C1=NC=CC(=C1)OC2=CC=C(C=C2)NC(=O)NC3=CC(=C(C=C3)Cl)C(F)(F)F. (2) Drug 1: CN(C)C1=NC(=NC(=N1)N(C)C)N(C)C. Drug 2: CN1C2=C(C=C(C=C2)N(CCCl)CCCl)N=C1CCCC(=O)O.Cl. Cell line: U251. Synergy scores: CSS=-0.265, Synergy_ZIP=-3.36, Synergy_Bliss=-6.02, Synergy_Loewe=-14.7, Synergy_HSA=-8.42. (3) Drug 1: CC(CN1CC(=O)NC(=O)C1)N2CC(=O)NC(=O)C2. Drug 2: C1=NC2=C(N1)C(=S)N=C(N2)N. Cell line: KM12. Synergy scores: CSS=48.7, Synergy_ZIP=-8.35, Synergy_Bliss=-5.31, Synergy_Loewe=-3.54, Synergy_HSA=0.649. (4) Cell line: SF-295. Drug 1: CC1C(C(CC(O1)OC2CC(CC3=C2C(=C4C(=C3O)C(=O)C5=C(C4=O)C(=CC=C5)OC)O)(C(=O)C)O)N)O.Cl. Synergy scores: CSS=21.7, Synergy_ZIP=-3.73, Synergy_Bliss=-1.61, Synergy_Loewe=-7.29, Synergy_HSA=-1.35. Drug 2: CCN(CC)CCNC(=O)C1=C(NC(=C1C)C=C2C3=C(C=CC(=C3)F)NC2=O)C. (5) Drug 1: COC1=CC(=CC(=C1O)OC)C2C3C(COC3=O)C(C4=CC5=C(C=C24)OCO5)OC6C(C(C7C(O6)COC(O7)C8=CC=CS8)O)O. Drug 2: CS(=O)(=O)OCCCCOS(=O)(=O)C. Cell line: T-47D. Synergy scores: CSS=31.3, Synergy_ZIP=-9.47, Synergy_Bliss=-1.95, Synergy_Loewe=-69.6, Synergy_HSA=-3.26.